From a dataset of Full USPTO retrosynthesis dataset with 1.9M reactions from patents (1976-2016). Predict the reactants needed to synthesize the given product. (1) Given the product [CH3:1][C:2]([CH3:32])([CH2:7][N:8]1[CH2:13][CH2:12][CH:11]([CH2:14][NH:15][C:16]([N:18]2[C:26]3[C:21](=[CH:22][CH:23]=[CH:24][CH:25]=3)[C:20]3([CH2:30][CH2:29][CH2:28][CH2:27]3)[C:19]2=[O:31])=[O:17])[CH2:10][CH2:9]1)[C:3]([OH:5])=[O:4], predict the reactants needed to synthesize it. The reactants are: [CH3:1][C:2]([CH3:32])([CH2:7][N:8]1[CH2:13][CH2:12][CH:11]([CH2:14][NH:15][C:16]([N:18]2[C:26]3[C:21](=[CH:22][CH:23]=[CH:24][CH:25]=3)[C:20]3([CH2:30][CH2:29][CH2:28][CH2:27]3)[C:19]2=[O:31])=[O:17])[CH2:10][CH2:9]1)[C:3]([O:5]C)=[O:4].OS(O)(=O)=O.C([O-])(O)=O.[Na+].C(Cl)Cl. (2) Given the product [NH2:24][C:19]1[CH:20]=[N:21][CH:22]=[CH:23][C:18]=1[N:14]1[CH2:15][C@H:16]([CH3:17])[C@H:11]([N:8]=[N+:9]=[N-:10])[C@H:12]([NH:39][C:40](=[O:41])[O:42][C:43]([CH3:46])([CH3:45])[CH3:44])[CH2:13]1, predict the reactants needed to synthesize it. The reactants are: Cl.O1CCOCC1.[N:8]([C@H:11]1[C@@H:16]([CH3:17])[CH2:15][N:14]([C:18]2[CH:23]=[CH:22][N:21]=[CH:20][C:19]=2[N:24](C(OC(C)(C)C)=O)C(=O)OC(C)(C)C)[CH2:13][C@H:12]1[NH:39][C:40]([O:42][C:43]([CH3:46])([CH3:45])[CH3:44])=[O:41])=[N+:9]=[N-:10].CC(OC(OC(OC(C)(C)C)=O)=O)(C)C.